The task is: Regression/Classification. Given a drug SMILES string, predict its absorption, distribution, metabolism, or excretion properties. Task type varies by dataset: regression for continuous measurements (e.g., permeability, clearance, half-life) or binary classification for categorical outcomes (e.g., BBB penetration, CYP inhibition). Dataset: cyp3a4_veith.. This data is from CYP3A4 inhibition data for predicting drug metabolism from PubChem BioAssay. (1) The drug is COc1cccc(-c2cncnc2NCc2ccc(OC)cc2OC)c1. The result is 1 (inhibitor). (2) The drug is COc1cccc(/C=N/Nc2nc(N3CCCC3)nc(N3CCCC3)n2)c1O. The result is 1 (inhibitor). (3) The drug is CC[n+]1c(P(=O)([O-])c2ccccc2)[nH]c2ccccc21. The result is 0 (non-inhibitor). (4) The compound is O=C1O[C@@H]([C@@H](O)CO)[C@@H](O)[C@H]1O. The result is 0 (non-inhibitor). (5) The drug is COc1ccccc1-c1ccc2ncnc(N(C)C)c2c1. The result is 1 (inhibitor). (6) The compound is COc1ccc(OC)c(-c2cc(C(=O)O)c3cc4ccccc4cc3n2)c1. The result is 0 (non-inhibitor). (7) The drug is c1cncc(CSc2ncnc3nc[nH]c23)c1. The result is 1 (inhibitor). (8) The molecule is C[C@]1(c2ccccc2)O[C@@H]2C[C@@H]3[C@@H]4CCC5=CC(=O)C=C[C@@]5(C)[C@]4(F)[C@H](O)C[C@]3(C)[C@@]2(C(=O)CO)O1. The result is 1 (inhibitor). (9) The molecule is CCN1C(=O)[C@H]2CC[C@H]3/C(=N\OC[C@@H](O)[C@H]4O[C@H]5OC(C)(C)O[C@H]5[C@@H]4O)C[C@@H](O)[C@@H](O)[C@@H]3[C@@H]2C1=O. The result is 0 (non-inhibitor). (10) The molecule is Cc1cccc(NC(N)=S)c1. The result is 0 (non-inhibitor).